Dataset: Forward reaction prediction with 1.9M reactions from USPTO patents (1976-2016). Task: Predict the product of the given reaction. (1) Given the reactants [CH3:1][O:2][C:3]1[CH:25]=[CH:24][C:6]([CH2:7][C@@H:8]([C:20]([O:22]C)=[O:21])[NH:9][C:10](=[O:19])[CH:11]=[CH:12][C:13]2[CH:18]=[CH:17][CH:16]=[CH:15][CH:14]=2)=[CH:5][CH:4]=1.[OH-].[Na+], predict the reaction product. The product is: [CH3:1][O:2][C:3]1[CH:4]=[CH:5][C:6]([CH2:7][C@@H:8]([C:20]([OH:22])=[O:21])[NH:9][C:10](=[O:19])[CH:11]=[CH:12][C:13]2[CH:14]=[CH:15][CH:16]=[CH:17][CH:18]=2)=[CH:24][CH:25]=1. (2) Given the reactants [CH:1]([C:3]1[S:7][C:6]([CH:8]([NH:10][C:11](=[O:17])[O:12][C:13]([CH3:16])([CH3:15])[CH3:14])[CH3:9])=[N:5][CH:4]=1)=[O:2].O.O.P([O-])(O)(O)=[O:21].[Na+].CC(=CC)C.Cl([O-])=O.[Na+], predict the reaction product. The product is: [C:13]([O:12][C:11]([NH:10][CH:8]([C:6]1[S:7][C:3]([C:1]([OH:21])=[O:2])=[CH:4][N:5]=1)[CH3:9])=[O:17])([CH3:16])([CH3:15])[CH3:14]. (3) Given the reactants CC1(C)[O:6][C@@H:5]([CH2:7][N:8]2[CH2:12][C:11]3[CH:13]=[C:14]([C:17]4[C:25]5[C:20](=[CH:21][C:22]([F:26])=[CH:23][CH:24]=5)[N:19](C(OC(C)(C)C)=O)[CH:18]=4)[CH:15]=[CH:16][C:10]=3[S:9]2(=[O:35])=[O:34])[CH2:4][O:3]1.FC(F)(F)C(O)=O, predict the reaction product. The product is: [OH:6][C@H:5]([CH2:4][OH:3])[CH2:7][N:8]1[CH2:12][C:11]2[CH:13]=[C:14]([C:17]3[C:25]4[C:20](=[CH:21][C:22]([F:26])=[CH:23][CH:24]=4)[NH:19][CH:18]=3)[CH:15]=[CH:16][C:10]=2[S:9]1(=[O:35])=[O:34]. (4) Given the reactants [NH2:1][C:2]1[C:3]([F:10])=[C:4]([CH:7]=[CH:8][CH:9]=1)[C:5]#[N:6].[CH3:11][N:12]([CH3:22])[C:13]1[CH:21]=[CH:20][C:16]([C:17](Cl)=[O:18])=[CH:15][CH:14]=1.N1C=CC=CC=1, predict the reaction product. The product is: [C:5]([C:4]1[C:3]([F:10])=[C:2]([NH:1][C:17](=[O:18])[C:16]2[CH:15]=[CH:14][C:13]([N:12]([CH3:11])[CH3:22])=[CH:21][CH:20]=2)[CH:9]=[CH:8][CH:7]=1)#[N:6]. (5) Given the reactants [CH3:1][NH:2][NH2:3].[F:4][C:5]([F:20])([F:19])[C:6](=O)[C:7](=[N:16][OH:17])[C:8]([C:10]1[CH:15]=[CH:14][CH:13]=[CH:12][CH:11]=1)=O.[O-]S([O-])(=O)=O.[Mg+2], predict the reaction product. The product is: [CH3:1][N:2]1[C:6]([C:5]([F:20])([F:4])[F:19])=[C:7]([N:16]=[O:17])[C:8]([C:10]2[CH:15]=[CH:14][CH:13]=[CH:12][CH:11]=2)=[N:3]1. (6) Given the reactants [O-]CC.[Na+].C(=O)(O)O.[NH2:9][C:10]([NH2:12])=[NH:11].[C:13]1([NH:19][C:20]([C:22]2[CH:27]=[C:26]([N:28]3[CH2:32][C:31](=O)[C:30](=[CH:34]N(C)C)[CH2:29]3)[CH:25]=[CH:24][N:23]=2)=[O:21])[CH:18]=[CH:17][CH:16]=[CH:15][CH:14]=1.O, predict the reaction product. The product is: [C:13]1([NH:19][C:20]([C:22]2[CH:27]=[C:26]([N:28]3[CH2:29][C:30]4[CH:34]=[N:9][C:10]([NH2:12])=[N:11][C:31]=4[CH2:32]3)[CH:25]=[CH:24][N:23]=2)=[O:21])[CH:14]=[CH:15][CH:16]=[CH:17][CH:18]=1.